From a dataset of Full USPTO retrosynthesis dataset with 1.9M reactions from patents (1976-2016). Predict the reactants needed to synthesize the given product. (1) Given the product [NH:1]1[C:2]2[CH:7]=[CH:6][CH:5]=[CH:4][C:3]=2[N:8]=[C:18]1[C:11]1[C:12]2[C:17](=[CH:16][CH:15]=[CH:14][CH:13]=2)[NH:9][N:10]=1, predict the reactants needed to synthesize it. The reactants are: [NH2:1][C:2]1[CH:7]=[CH:6][CH:5]=[CH:4][C:3]=1[NH2:8].[NH:9]1[C:17]2[C:12](=[CH:13][CH:14]=[CH:15][CH:16]=2)[C:11]([C:18](O)=O)=[N:10]1.C(=O)([O-])[O-].[K+].[K+]. (2) The reactants are: I[CH2:2][C@@H:3]([CH3:16])[CH2:4][N:5]1[C:14]2[C:9](=[CH:10][CH:11]=[CH:12][CH:13]=2)[CH:8]=[CH:7][C:6]1=[O:15].[CH2:17]([O:20][CH:21]1[CH2:26][CH2:25][NH:24][CH2:23][CH2:22]1)[CH2:18][CH3:19]. Given the product [CH3:16][CH:3]([CH2:2][N:24]1[CH2:25][CH2:26][CH:21]([O:20][CH2:17][CH2:18][CH3:19])[CH2:22][CH2:23]1)[CH2:4][N:5]1[C:14]2[C:9](=[CH:10][CH:11]=[CH:12][CH:13]=2)[CH:8]=[CH:7][C:6]1=[O:15], predict the reactants needed to synthesize it. (3) Given the product [OH:4][CH2:5][C:6]1[C:7]([N:27]2[CH2:32][CH2:31][N:30]3[C:33]4[CH2:38][C:37]([CH3:39])([CH3:40])[CH2:36][C:34]=4[CH:35]=[C:29]3[C:28]2=[O:41])=[N:8][CH:9]=[CH:10][C:11]=1[C:12]1[CH:17]=[CH:16][N:15]=[C:14]2[NH:18][C:19]([C:21]3[CH:22]=[N:23][N:24]([CH3:26])[CH:25]=3)=[N:20][C:13]=12, predict the reactants needed to synthesize it. The reactants are: C([O:4][CH2:5][C:6]1[C:7]([N:27]2[CH2:32][CH2:31][N:30]3[C:33]4[CH2:38][C:37]([CH3:40])([CH3:39])[CH2:36][C:34]=4[CH:35]=[C:29]3[C:28]2=[O:41])=[N:8][CH:9]=[CH:10][C:11]=1[C:12]1[CH:17]=[CH:16][N:15]=[C:14]2[NH:18][C:19]([C:21]3[CH:22]=[N:23][N:24]([CH3:26])[CH:25]=3)=[N:20][C:13]=12)(=O)C.[OH-].[Na+]. (4) Given the product [NH2:3][C@@H:4]([C:6]1[C:7]([F:32])=[C:8]([C:12]2[CH:17]=[CH:16][CH:15]=[C:14]([N:18]([CH2:20][C:21]3[CH:26]=[CH:25][CH:24]=[CH:23][C:22]=3[CH2:27][C:28]([OH:30])=[O:29])[CH3:19])[CH:13]=2)[CH:9]=[CH:10][CH:11]=1)[CH3:5], predict the reactants needed to synthesize it. The reactants are: [Li+].[OH-].[NH2:3][C@@H:4]([C:6]1[C:7]([F:32])=[C:8]([C:12]2[CH:17]=[CH:16][CH:15]=[C:14]([N:18]([CH2:20][C:21]3[CH:26]=[CH:25][CH:24]=[CH:23][C:22]=3[CH2:27][C:28]([O:30]C)=[O:29])[CH3:19])[CH:13]=2)[CH:9]=[CH:10][CH:11]=1)[CH3:5].